From a dataset of Forward reaction prediction with 1.9M reactions from USPTO patents (1976-2016). Predict the product of the given reaction. (1) Given the reactants [CH3:1][CH:2]1[CH2:19][C:18]2[C:4](=[CH:5][C:6]3[N+:11]([O-:12])=[N:10][C:9]([CH2:13][CH2:14][CH:15]=O)=[N:8][C:7]=3[CH:17]=2)[CH2:3]1.[N+]1([O-])C2C=C3C(=[CH:32][C:24]=2[N+:23]([O-])=[C:22](N)N=1)CCC3.CO.C[CH2:39][O:40]C(C)=O, predict the reaction product. The product is: [CH3:1][CH:2]1[CH2:19][C:18]2[C:4](=[CH:5][C:6]3[N+:11]([O-:12])=[N:10][C:9]([CH2:13][CH2:14][CH2:15][N:23]4[CH2:22][CH2:39][O:40][CH2:32][CH2:24]4)=[N:8][C:7]=3[CH:17]=2)[CH2:3]1. (2) Given the reactants Cl[S:2]([C:5]1[CH:24]=[CH:23][C:22]([F:25])=[CH:21][C:6]=1[CH:7]=[C:8]1[CH2:13][CH2:12][CH2:11][N:10]([C:14]([O:16][C:17]([CH3:20])([CH3:19])[CH3:18])=[O:15])[CH2:9]1)(=[O:4])=[O:3].[NH2:26][C:27]1[C:36]([C:37]([O:39][CH3:40])=[O:38])=[C:35]2[C:30]([C@H:31]3[CH2:41][C@H:32]3[CH2:33][O:34]2)=[CH:29][CH:28]=1, predict the reaction product. The product is: [F:25][C:22]1[CH:23]=[CH:24][C:5]([S:2](=[O:4])(=[O:3])[NH:26][C:27]2[CH:28]=[CH:29][C:30]3[C@H:31]4[CH2:41][C@H:32]4[CH2:33][O:34][C:35]=3[C:36]=2[C:37]([O:39][CH3:40])=[O:38])=[C:6]([CH:21]=1)[CH:7]=[C:8]1[CH2:13][CH2:12][CH2:11][N:10]([C:14]([O:16][C:17]([CH3:20])([CH3:19])[CH3:18])=[O:15])[CH2:9]1.